Dataset: Full USPTO retrosynthesis dataset with 1.9M reactions from patents (1976-2016). Task: Predict the reactants needed to synthesize the given product. (1) Given the product [CH:25]1([C:2]2[N:10]=[C:9]3[C:5]([N:6]=[CH:7][N:8]3[CH2:11][C:12]3[CH:17]=[CH:16][CH:15]=[C:14]([CH2:18][C:19]([O:21][CH3:22])=[O:20])[CH:13]=3)=[C:4]([NH2:23])[N:3]=2)[CH2:29][CH2:28][CH2:27][CH2:26]1, predict the reactants needed to synthesize it. The reactants are: I[C:2]1[N:10]=[C:9]2[C:5]([N:6]=[CH:7][N:8]2[CH2:11][C:12]2[CH:17]=[CH:16][CH:15]=[C:14]([CH2:18][C:19]([O:21][CH3:22])=[O:20])[CH:13]=2)=[C:4]([NH2:23])[N:3]=1.[Br-].[CH:25]1([Zn+])[CH2:29][CH2:28][CH2:27][CH2:26]1.[Cl-].[NH4+]. (2) The reactants are: [C:1]([O:5][C:6](=[O:25])[N:7]([CH2:9][C:10]1[CH:14]=[C:13](Br)[N:12]([S:16]([C:19]2[CH:20]=[N:21][CH:22]=[CH:23][CH:24]=2)(=[O:18])=[O:17])[CH:11]=1)[CH3:8])([CH3:4])([CH3:3])[CH3:2].[F:26][C:27]1[CH:32]=[CH:31][C:30]([O:33][CH3:34])=[CH:29][C:28]=1B(O)O.C(=O)([O-])O.[Na+].COCCOC. Given the product [C:1]([O:5][C:6](=[O:25])[N:7]([CH2:9][C:10]1[CH:14]=[C:13]([C:28]2[CH:29]=[C:30]([O:33][CH3:34])[CH:31]=[CH:32][C:27]=2[F:26])[N:12]([S:16]([C:19]2[CH:20]=[N:21][CH:22]=[CH:23][CH:24]=2)(=[O:18])=[O:17])[CH:11]=1)[CH3:8])([CH3:4])([CH3:3])[CH3:2], predict the reactants needed to synthesize it.